This data is from NCI-60 drug combinations with 297,098 pairs across 59 cell lines. The task is: Regression. Given two drug SMILES strings and cell line genomic features, predict the synergy score measuring deviation from expected non-interaction effect. (1) Drug 1: CN(C)C(=N)N=C(N)N. Drug 2: CS(=O)(=O)CCNCC1=CC=C(O1)C2=CC3=C(C=C2)N=CN=C3NC4=CC(=C(C=C4)OCC5=CC(=CC=C5)F)Cl. Cell line: NCIH23. Synergy scores: CSS=10.9, Synergy_ZIP=-3.92, Synergy_Bliss=-5.39, Synergy_Loewe=-2.85, Synergy_HSA=-2.10. (2) Drug 1: COC1=C(C=C2C(=C1)N=CN=C2NC3=CC(=C(C=C3)F)Cl)OCCCN4CCOCC4. Drug 2: CCN(CC)CCCC(C)NC1=C2C=C(C=CC2=NC3=C1C=CC(=C3)Cl)OC. Cell line: UACC-257. Synergy scores: CSS=38.3, Synergy_ZIP=5.84, Synergy_Bliss=7.97, Synergy_Loewe=7.52, Synergy_HSA=8.48. (3) Synergy scores: CSS=29.3, Synergy_ZIP=6.51, Synergy_Bliss=7.36, Synergy_Loewe=-10.3, Synergy_HSA=6.43. Cell line: HS 578T. Drug 2: CN1C(=O)N2C=NC(=C2N=N1)C(=O)N. Drug 1: COC1=CC(=CC(=C1O)OC)C2C3C(COC3=O)C(C4=CC5=C(C=C24)OCO5)OC6C(C(C7C(O6)COC(O7)C8=CC=CS8)O)O. (4) Drug 1: CCC1(CC2CC(C3=C(CCN(C2)C1)C4=CC=CC=C4N3)(C5=C(C=C6C(=C5)C78CCN9C7C(C=CC9)(C(C(C8N6C=O)(C(=O)OC)O)OC(=O)C)CC)OC)C(=O)OC)O.OS(=O)(=O)O. Drug 2: CN1C2=C(C=C(C=C2)N(CCCl)CCCl)N=C1CCCC(=O)O.Cl. Cell line: DU-145. Synergy scores: CSS=2.29, Synergy_ZIP=0.0878, Synergy_Bliss=-0.970, Synergy_Loewe=-4.70, Synergy_HSA=-2.50. (5) Drug 1: CC1=C(C(=O)C2=C(C1=O)N3CC4C(C3(C2COC(=O)N)OC)N4)N. Drug 2: C1CN(P(=O)(OC1)NCCCl)CCCl. Cell line: HCT-15. Synergy scores: CSS=12.4, Synergy_ZIP=-0.447, Synergy_Bliss=4.55, Synergy_Loewe=-29.9, Synergy_HSA=1.29.